This data is from Experimentally validated miRNA-target interactions with 360,000+ pairs, plus equal number of negative samples. The task is: Binary Classification. Given a miRNA mature sequence and a target amino acid sequence, predict their likelihood of interaction. (1) The miRNA is hsa-miR-874-3p with sequence CUGCCCUGGCCCGAGGGACCGA. The protein sequence of the target gene is MAKSAEVKLAIFGRAGVGKSALVVRFLTKRFIWEYDPTLESTYRHQATIDDEVVSMEILDTAGQEDTIQREGHMRWGEGFVLVYDITDRGSFEEVLPLKNILDEIKKPKNVTLILVGNKADLDHSRQVSTEEGEKLATELACAFYECSACTGEGNITEIFYELCREVRRRRMVQGKTRRRSSTTHVKQAINKMLTKISS. Result: 0 (no interaction). (2) The miRNA is hsa-miR-4798-3p with sequence AACUCACGAAGUAUACCGAAGU. The protein sequence of the target gene is MAASMARRLWPLLTRRGFRPRGGCISNDSPRRSFTTEKRNRNLLYEYAREGYSALPQLDIERFCACPEEAAHALELRKGELRSADLPAIISTWQELRQLQEQIRSLEEEKAAVTEAVRALLANQDSGEVQQDPKYQGLRARGREIRKELVHLYPREAQLEEQFYLQALKLPNQTHPDVPVGDESQARVLHMVGDKPVFSFQPRGHLEIGEKLDIIRQKRLSHVSGHRSYYLRGAGALLQHGLVNFTFNKLLRRGFTPMTVPDLLRGAVFEGCGMTPNANPSQIYNIDPARFKDLNLAGTA.... Result: 0 (no interaction). (3) The miRNA is dme-miR-7-5p with sequence UGGAAGACUAGUGAUUUUGUUGU. The protein sequence of the target gene is MWKLLPAAGPAGGEPYRLLTGVEYVVGRKNCAILIENDQSISRNHAVLTANFSVTNLSQTDEIPVLTLKDNSKYGTFVNEEKMQNGFSRTLKSGDGITFGVFGSKFRIEYEPLVACSSCLDVSGKTALNQAILQLGGFTVNNWTEECTHLVMVSVKVTIKTICALICGRPIVKPEYFTEFLKAVESKKQPPQIESFYPPLDEPSIGSKNVDLSGRQERKQIFKGKTFIFLNAKQHKKLSSAVVFGGGEARLITEENEEEHNFFLAPGTCVVDTGITNSQTLIPDCQKKWIQSIMDMLQRQ.... Result: 0 (no interaction).